From a dataset of Forward reaction prediction with 1.9M reactions from USPTO patents (1976-2016). Predict the product of the given reaction. (1) Given the reactants [Li].[F:2][CH:3]([F:22])[O:4][C:5]1[CH:6]=[C:7]([C:12]([O-])=[CH:13][C:14](=O)[C:15]([O:17]CC)=[O:16])[CH:8]=[C:9]([F:11])[CH:10]=1.ClC1C=C(C2N(C3C=CC=CN=3)N=C(C(O)=O)C=2)C=C(F)C=1.Cl.[N:46]1[CH:51]=[CH:50][CH:49]=[C:48]([NH:52][NH2:53])[CH:47]=1, predict the reaction product. The product is: [F:11][C:9]1[CH:8]=[C:7]([C:12]2[N:52]([C:48]3[CH:47]=[N:46][CH:51]=[CH:50][CH:49]=3)[N:53]=[C:14]([C:15]([OH:17])=[O:16])[CH:13]=2)[CH:6]=[C:5]([O:4][CH:3]([F:2])[F:22])[CH:10]=1. (2) Given the reactants [NH2:1][CH2:2][CH2:3][S:4]([OH:7])(=[O:6])=[O:5].[OH-].[Na+:9].[Br:10][CH:11]([CH3:15])[C:12](Br)=[O:13], predict the reaction product. The product is: [Br:10][CH:11]([CH3:15])[C:12]([NH:1][CH2:2][CH2:3][S:4]([O-:7])(=[O:6])=[O:5])=[O:13].[Na+:9]. (3) Given the reactants [CH3:1][O:2][CH2:3][C:4]1[CH:13]=[C:12](O)[C:11]2[C:6](=[N:7][C:8]([C:15]3[C:20]([C:21]([F:24])([F:23])[F:22])=[CH:19][CH:18]=[CH:17][N:16]=3)=[CH:9][CH:10]=2)[N:5]=1.O=P(Cl)(Cl)[Cl:27].N1C(C)=CC=CC=1C, predict the reaction product. The product is: [Cl:27][C:12]1[C:11]2[C:6](=[N:7][C:8]([C:15]3[C:20]([C:21]([F:24])([F:23])[F:22])=[CH:19][CH:18]=[CH:17][N:16]=3)=[CH:9][CH:10]=2)[N:5]=[C:4]([CH2:3][O:2][CH3:1])[CH:13]=1. (4) Given the reactants Br[C:2]1[CH:22]=[CH:21][C:5]([CH2:6][S:7]([NH:10][C:11]2[CH:19]=[CH:18][C:14]([C:15]([OH:17])=[O:16])=[C:13]([OH:20])[CH:12]=2)(=[O:9])=[O:8])=[CH:4][CH:3]=1.[OH:23][C:24]1[CH:29]=[CH:28][CH:27]=[CH:26][C:25]=1B1OC(C)(C)C(C)(C)O1.CCN(C(C)C)C(C)C.C(Cl)Cl, predict the reaction product. The product is: [OH:20][C:13]1[CH:12]=[C:11]([NH:10][S:7]([CH2:6][C:5]2[CH:21]=[CH:22][C:2]([C:25]3[CH:26]=[CH:27][CH:28]=[CH:29][C:24]=3[OH:23])=[CH:3][CH:4]=2)(=[O:9])=[O:8])[CH:19]=[CH:18][C:14]=1[C:15]([OH:17])=[O:16]. (5) Given the reactants [NH2:1][C:2]1[C:10]2[C:9]([C:11]3[CH:16]=[CH:15][C:14]([Cl:17])=[C:13]([Cl:18])[CH:12]=3)=[N:8][C:7](S(C)=O)=[N:6][C:5]=2[S:4][C:3]=1[C:22]([NH2:24])=[O:23].[NH2:25][CH:26]1[CH2:31][CH2:30][N:29]([C:32]([O:34][C:35]([CH3:38])([CH3:37])[CH3:36])=[O:33])[CH2:28][CH2:27]1, predict the reaction product. The product is: [NH2:1][C:2]1[C:10]2[C:9]([C:11]3[CH:16]=[CH:15][C:14]([Cl:17])=[C:13]([Cl:18])[CH:12]=3)=[N:8][C:7]([NH:25][CH:26]3[CH2:27][CH2:28][N:29]([C:32]([O:34][C:35]([CH3:38])([CH3:37])[CH3:36])=[O:33])[CH2:30][CH2:31]3)=[N:6][C:5]=2[S:4][C:3]=1[C:22](=[O:23])[NH2:24]. (6) Given the reactants CC1C=CC(S([N:11]2[C:15]3=[N:16][CH:17]=[CH:18][C:19](B4OC(C)(C)C(C)(C)O4)=[C:14]3[CH:13]=[C:12]2[C:29]2[CH2:30][CH2:31][CH2:32][N:33]([C:35]([O:37][C:38]([CH3:41])([CH3:40])[CH3:39])=[O:36])[CH:34]=2)(=O)=O)=CC=1.[O-]P([O-])([O-])=O.[K+].[K+].[K+].Br[C:51]1[S:55][C:54]([S:56]([NH:59][CH2:60][CH2:61][OH:62])(=[O:58])=[O:57])=[CH:53][CH:52]=1.[OH-].[Na+], predict the reaction product. The product is: [OH:62][CH2:61][CH2:60][NH:59][S:56]([C:54]1[S:55][C:51]([C:19]2[CH:18]=[CH:17][N:16]=[C:15]3[NH:11][C:12]([C:29]4[CH2:30][CH2:31][CH2:32][N:33]([C:35]([O:37][C:38]([CH3:41])([CH3:40])[CH3:39])=[O:36])[CH:34]=4)=[CH:13][C:14]=23)=[CH:52][CH:53]=1)(=[O:58])=[O:57]. (7) Given the reactants [F:1][C:2]1[CH:7]=[C:6]([N+:8]([O-])=O)[CH:5]=[CH:4][C:3]=1[O:11][C:12]1[CH:17]=[CH:16][CH:15]=[CH:14][CH:13]=1, predict the reaction product. The product is: [F:1][C:2]1[CH:7]=[C:6]([NH2:8])[CH:5]=[CH:4][C:3]=1[O:11][C:12]1[CH:17]=[CH:16][CH:15]=[CH:14][CH:13]=1.